This data is from Full USPTO retrosynthesis dataset with 1.9M reactions from patents (1976-2016). The task is: Predict the reactants needed to synthesize the given product. (1) Given the product [F:29][C:25]1[CH:24]=[C:23]([C@@H:19]2[CH2:18][CH2:17][CH2:16][C@H:15]3[N:20]2[C:21](=[O:22])/[C:12](=[CH:35]/[C:34]2[CH:37]=[CH:38][C:39]([N:40]4[CH:44]=[C:43]([CH3:45])[N:42]=[CH:41]4)=[C:32]([O:31][CH3:30])[CH:33]=2)/[CH2:13][CH2:14]3)[CH:28]=[CH:27][CH:26]=1, predict the reactants needed to synthesize it. The reactants are: O.[OH-].[Li+].C(OP([CH:12]1[C:21](=[O:22])[N:20]2[C@H:15]([CH2:16][CH2:17][CH2:18][C@H:19]2[C:23]2[CH:28]=[CH:27][CH:26]=[C:25]([F:29])[CH:24]=2)[CH2:14][CH2:13]1)(=O)OCC)C.[CH3:30][O:31][C:32]1[CH:33]=[C:34]([CH:37]=[CH:38][C:39]=1[N:40]1[CH:44]=[C:43]([CH3:45])[N:42]=[CH:41]1)[CH:35]=O.C(OCC)(=O)C. (2) Given the product [CH3:25][N:26]([CH2:28][C:29]1[C:37]2[O:36][N:35]=[C:34]([CH2:38][CH2:39][CH:40]3[CH2:45][CH2:44][N:43]([CH2:23][C:20]4([CH2:19][O:18][Si:1]([C:14]([CH3:17])([CH3:16])[CH3:15])([C:8]5[CH:13]=[CH:12][CH:11]=[CH:10][CH:9]=5)[C:2]5[CH:3]=[CH:4][CH:5]=[CH:6][CH:7]=5)[CH2:22][CH2:21]4)[CH2:42][CH2:41]3)[C:33]=2[CH:32]=[CH:31][C:30]=1[O:46][CH2:47][CH:48]1[CH2:49][CH2:50]1)[CH3:27], predict the reactants needed to synthesize it. The reactants are: [Si:1]([O:18][CH2:19][C:20]1([CH:23]=O)[CH2:22][CH2:21]1)([C:14]([CH3:17])([CH3:16])[CH3:15])([C:8]1[CH:13]=[CH:12][CH:11]=[CH:10][CH:9]=1)[C:2]1[CH:7]=[CH:6][CH:5]=[CH:4][CH:3]=1.[CH3:25][N:26]([CH2:28][C:29]1[C:37]2[O:36][N:35]=[C:34]([CH2:38][CH2:39][CH:40]3[CH2:45][CH2:44][NH:43][CH2:42][CH2:41]3)[C:33]=2[CH:32]=[CH:31][C:30]=1[O:46][CH2:47][CH:48]1[CH2:50][CH2:49]1)[CH3:27]. (3) Given the product [Cl:26][C:15]1[CH:16]=[C:17]([CH2:20][N:21]2[CH2:25][CH2:24][CH2:23][CH2:22]2)[CH:18]=[CH:19][C:14]=1[NH:13][C:11]1[C:5]2[C:6](=[O:10])[NH:7][N:8]=[CH:9][C:4]=2[CH:3]=[C:2]([N:27]2[CH2:32][CH2:31][CH:30]([OH:33])[CH2:29][CH2:28]2)[N:12]=1, predict the reactants needed to synthesize it. The reactants are: Cl[C:2]1[N:12]=[C:11]([NH:13][C:14]2[CH:19]=[CH:18][C:17]([CH2:20][N:21]3[CH2:25][CH2:24][CH2:23][CH2:22]3)=[CH:16][C:15]=2[Cl:26])[C:5]2[C:6](=[O:10])[NH:7][N:8]=[CH:9][C:4]=2[CH:3]=1.[NH:27]1[CH2:32][CH2:31][CH:30]([OH:33])[CH2:29][CH2:28]1.C(N(C(C)C)C(C)C)C.